Dataset: Catalyst prediction with 721,799 reactions and 888 catalyst types from USPTO. Task: Predict which catalyst facilitates the given reaction. (1) Reactant: C[O-].[Na+].Cl.[NH2:5][CH2:6][C:7]([NH2:9])=[O:8].C(O)(=O)C.[CH3:14][O:15][C:16]1[CH:21]=[CH:20][C:19]([O:22][CH3:23])=[CH:18][C:17]=1[C:24](=O)[CH2:25][C:26]([O:28][CH2:29][CH3:30])=[O:27]. Product: [NH2:9][C:7](=[O:8])[CH2:6][NH:5]/[C:24](/[C:17]1[CH:18]=[C:19]([O:22][CH3:23])[CH:20]=[CH:21][C:16]=1[O:15][CH3:14])=[CH:25]\[C:26]([O:28][CH2:29][CH3:30])=[O:27]. The catalyst class is: 5. (2) The catalyst class is: 170. Reactant: [NH:1]1[CH2:6][CH:5]=[CH:4][CH2:3][CH2:2]1.C(=O)([O-])[O-].[Na+].[Na+].[CH:13]1[CH:18]=[CH:17][C:16]([CH2:19][O:20][C:21](Cl)=[O:22])=[CH:15][CH:14]=1. Product: [CH2:19]([O:20][C:21]([N:1]1[CH2:2][CH:3]=[CH:4][CH2:5][CH2:6]1)=[O:22])[C:16]1[CH:17]=[CH:18][CH:13]=[CH:14][CH:15]=1.